Task: Predict the reactants needed to synthesize the given product.. Dataset: Full USPTO retrosynthesis dataset with 1.9M reactions from patents (1976-2016) (1) Given the product [Br:1][C:2]1[C:3]([CH3:10])=[C:4]([C:5](=[NH:6])[NH:17][OH:18])[CH:7]=[CH:8][CH:9]=1, predict the reactants needed to synthesize it. The reactants are: [Br:1][C:2]1[C:3]([CH3:10])=[C:4]([CH:7]=[CH:8][CH:9]=1)[C:5]#[N:6].C(=O)(O)[O-].[Na+].Cl.[NH2:17][OH:18]. (2) Given the product [C:1]([O:5][C:6]([NH:8][CH2:9][C:10]1[CH:11]=[C:12]([CH2:17][C:18]([O:20][CH3:21])=[O:19])[CH:13]=[CH:14][C:15]=1[O:16][C:29]1[CH:34]=[CH:33][C:32]([N+:35]([O-:37])=[O:36])=[CH:31][CH:30]=1)=[O:7])([CH3:4])([CH3:3])[CH3:2], predict the reactants needed to synthesize it. The reactants are: [C:1]([O:5][C:6]([NH:8][CH2:9][C:10]1[CH:11]=[C:12]([CH2:17][C:18]([O:20][CH3:21])=[O:19])[CH:13]=[CH:14][C:15]=1[OH:16])=[O:7])([CH3:4])([CH3:3])[CH3:2].C([O-])([O-])=O.[K+].[K+].F[C:29]1[CH:34]=[CH:33][C:32]([N+:35]([O-:37])=[O:36])=[CH:31][CH:30]=1. (3) Given the product [OH:6][C@@H:5]([CH2:4][OH:3])[CH2:7][N:8]1[CH:12]=[CH:11][C:10]([NH:13][C:14](=[O:37])[C@@H:15]([N:20]2[CH2:24][C:23]([O:25][C:26]3[C:31]([F:32])=[CH:30][CH:29]=[C:28]([O:33][CH3:34])[C:27]=3[F:35])=[CH:22][C:21]2=[O:36])[CH2:16][CH:17]([CH3:19])[CH3:18])=[N:9]1, predict the reactants needed to synthesize it. The reactants are: CC1(C)[O:6][C@H:5]([CH2:7][N:8]2[CH:12]=[CH:11][C:10]([NH:13][C:14](=[O:37])[C@@H:15]([N:20]3[CH2:24][C:23]([O:25][C:26]4[C:31]([F:32])=[CH:30][CH:29]=[C:28]([O:33][CH3:34])[C:27]=4[F:35])=[CH:22][C:21]3=[O:36])[CH2:16][CH:17]([CH3:19])[CH3:18])=[N:9]2)[CH2:4][O:3]1.Cl.